From a dataset of Reaction yield outcomes from USPTO patents with 853,638 reactions. Predict the reaction yield, written as a fraction of the theoretical maximum amount of product (1.0 means a 100% yield; for example, 0.34 means a 34% yield). (1) The reactants are CN1CCOCC1.CCN=C=NCCCN(C)C.[Cl:19][C:20]1[CH:21]=[C:22]([CH:26]=[CH:27][CH:28]=1)[C:23]([OH:25])=O.Cl.[CH3:30][O:31][C:32](=[O:37])[C@H:33]([CH2:35][OH:36])[NH2:34].C1C=CC2N(O)N=NC=2C=1. The catalyst is CN(C=O)C.C(OCC)(=O)C. The product is [Cl:19][C:20]1[CH:21]=[C:22]([CH:26]=[CH:27][CH:28]=1)[C:23]([NH:34][CH:33]([CH2:35][OH:36])[C:32]([O:31][CH3:30])=[O:37])=[O:25]. The yield is 0.930. (2) The reactants are [Cl:1][C:2]1[CH:3]=[C:4]([Mg]Br)[CH:5]=[CH:6][C:7]=1[F:8].[Si:11]([O:18][CH2:19][C:20](N(OC)C)=[O:21])([C:14]([CH3:17])([CH3:16])[CH3:15])([CH3:13])[CH3:12]. The catalyst is C1COCC1.CCCCCC. The product is [Si:11]([O:18][CH2:19][C:20]([C:4]1[CH:5]=[CH:6][C:7]([F:8])=[C:2]([Cl:1])[CH:3]=1)=[O:21])([C:14]([CH3:17])([CH3:16])[CH3:15])([CH3:13])[CH3:12]. The yield is 0.879. (3) The reactants are [CH:1]1([CH:7]([NH:24][C:25]2[CH:33]=[CH:32][C:28]([C:29](O)=[O:30])=[CH:27][CH:26]=2)[C:8]2[O:9][C:10]3[CH:22]=[CH:21][C:20]([F:23])=[CH:19][C:11]=3[C:12]=2[CH2:13][O:14][CH2:15][CH2:16][O:17][CH3:18])[CH2:6][CH2:5][CH2:4][CH2:3][CH2:2]1.Cl.[CH2:35]([O:37][C:38](=[O:42])[CH2:39][CH2:40][NH2:41])[CH3:36].O.ON1C2C=CC=CC=2N=N1.Cl.C(N=C=NCCCN(C)C)C.[Cl-].[NH4+]. The catalyst is CN(C)C=O.C(N(CC)CC)C. The product is [CH:1]1([CH:7]([NH:24][C:25]2[CH:26]=[CH:27][C:28]([C:29]([NH:41][CH2:40][CH2:39][C:38]([O:37][CH2:35][CH3:36])=[O:42])=[O:30])=[CH:32][CH:33]=2)[C:8]2[O:9][C:10]3[CH:22]=[CH:21][C:20]([F:23])=[CH:19][C:11]=3[C:12]=2[CH2:13][O:14][CH2:15][CH2:16][O:17][CH3:18])[CH2:2][CH2:3][CH2:4][CH2:5][CH2:6]1. The yield is 0.890. (4) The reactants are C([O-])([O-])=O.[Cs+].[Cs+].[CH2:7]([O:9][CH2:10][C:11]([OH:13])=[O:12])[CH3:8].Cl[CH2:15][S:16][C:17]1[CH:22]=[CH:21][CH:20]=[CH:19][CH:18]=1. The catalyst is CN(C=O)C.O. The product is [CH2:7]([O:9][CH2:10][C:11]([O:13][CH2:15][S:16][C:17]1[CH:22]=[CH:21][CH:20]=[CH:19][CH:18]=1)=[O:12])[CH3:8]. The yield is 0.970. (5) The reactants are [Br:1][C:2]1[CH:3]=[C:4]([NH:12][CH:13]2[CH2:17][CH2:16][CH2:15][CH2:14]2)[C:5]([CH3:11])=[C:6]([CH:10]=1)[C:7]([O-:9])=[O:8].[C:18](=O)([O-])[O-].[Cs+].[Cs+].[CH2:24](I)[CH3:25]. The catalyst is CN(C=O)C. The product is [Br:1][C:2]1[CH:3]=[C:4]([N:12]([CH:13]2[CH2:17][CH2:16][CH2:15][CH2:14]2)[CH2:24][CH3:25])[C:5]([CH3:11])=[C:6]([CH:10]=1)[C:7]([O:9][CH3:18])=[O:8]. The yield is 0.321. (6) The reactants are [NH2:1][C:2]1[CH:3]=[CH:4][C:5]([C:18]2[C:19]([N:38]([CH3:43])[S:39]([CH3:42])(=[O:41])=[O:40])=[CH:20][C:21]3[O:25][C:24]([C:26]4[CH:31]=[CH:30][C:29]([F:32])=[CH:28][CH:27]=4)=[C:23]([C:33]([NH:35][CH3:36])=[O:34])[C:22]=3[CH:37]=2)=[N:6][C:7]=1[C:8]1[NH:9][C:10]2[C:15]([CH:16]=1)=[C:14]([F:17])[CH:13]=[CH:12][CH:11]=2.[CH3:44][O:45][CH:46]([O:52]C)[CH2:47][C:48](OC)=O.Cl.CCN(CC)CC. The catalyst is O1CCOCC1. The product is [F:17][C:14]1[C:15]2[CH:16]=[C:8]3[C:7]4[N:6]=[C:5]([C:18]5[C:19]([N:38]([CH3:43])[S:39]([CH3:42])(=[O:41])=[O:40])=[CH:20][C:21]6[O:25][C:24]([C:26]7[CH:27]=[CH:28][C:29]([F:32])=[CH:30][CH:31]=7)=[C:23]([C:33](=[O:34])[NH:35][CH3:36])[C:22]=6[CH:37]=5)[CH:4]=[CH:3][C:2]=4[NH:1][CH:48]([CH2:47][C:46]([O:45][CH3:44])=[O:52])[N:9]3[C:10]=2[CH:11]=[CH:12][CH:13]=1. The yield is 0.880. (7) The reactants are [C:1]1([C:17]2[CH:22]=[CH:21][CH:20]=[CH:19][CH:18]=2)[CH:6]=[CH:5][C:4]([O:7][CH2:8][C:9]2[CH:16]=[CH:15][C:12]([C:13]#[N:14])=[CH:11][CH:10]=2)=[CH:3][CH:2]=1.[N-:23]=[N+:24]=[N-:25].[Na+].[Cl-].[NH4+].O. The catalyst is CN(C)C=O. The product is [C:1]1([C:17]2[CH:18]=[CH:19][CH:20]=[CH:21][CH:22]=2)[CH:2]=[CH:3][C:4]([O:7][CH2:8][C:9]2[CH:16]=[CH:15][C:12]([C:13]3[NH:25][N:24]=[N:23][N:14]=3)=[CH:11][CH:10]=2)=[CH:5][CH:6]=1. The yield is 0.890.